From a dataset of Reaction yield outcomes from USPTO patents with 853,638 reactions. Predict the reaction yield, written as a fraction of the theoretical maximum amount of product (1.0 means a 100% yield; for example, 0.34 means a 34% yield). (1) The reactants are Br[C:2]1[CH:7]=[CH:6][C:5]([C:8]2[CH:13]=[CH:12][CH:11]=[CH:10][CH:9]=2)=[C:4]([F:14])[CH:3]=1.C([Li])CCC.CN([CH:23]=[O:24])C. The catalyst is O1CCCC1. The product is [F:14][C:4]1[CH:3]=[C:2]([CH:23]=[O:24])[CH:7]=[CH:6][C:5]=1[C:8]1[CH:13]=[CH:12][CH:11]=[CH:10][CH:9]=1. The yield is 0.625. (2) The reactants are [Cl:1][C:2]1[CH:23]=[CH:22][C:5]2[NH:6][C:7]([CH:9]3[CH2:12][N:11]([C:13]4N=CC=[CH:18][C:14]=4[C:15](O)=[O:16])[CH2:10]3)=[N:8][C:4]=2[CH:3]=1.[NH:24]1C[CH:26]([OH:28])[CH2:25]1.CN(C(ON1N=NC2C=CC=NC1=2)=[N+](C)C)C.F[P-](F)(F)(F)(F)F.CCN(CC)CC.C([O-])([O-])=O.[Na+].[Na+]. The catalyst is C(Cl)Cl. The product is [Cl:1][C:2]1[CH:23]=[CH:22][C:5]2[NH:6][C:7]([C:9]3([CH:10]4[CH:26]([OH:28])[CH2:25][NH:24]4)[CH:18]=[CH:14][CH:13]=[N:11][CH2:12]3)=[N:8][C:4]=2[CH:3]=1.[CH2:15]=[O:16]. The yield is 0.300. (3) The reactants are Br[C:2]1[C:7]([F:8])=[CH:6][C:5]([N:9]2[C:18]3[C:13](=[CH:14][C:15]([S:19]([NH:22][C:23]4[CH:27]=[CH:26][O:25][N:24]=4)(=[O:21])=[O:20])=[CH:16][CH:17]=3)[N:12]=[CH:11][C:10]2=[O:28])=[C:4]([O:29][CH3:30])[CH:3]=1.[F:31][C:32]1[CH:37]=[CH:36][C:35](B(O)O)=[CH:34][CH:33]=1.P([O-])([O-])([O-])=O.[K+].[K+].[K+]. The catalyst is C(C1C(C(C)(C)C)=C([Pd]Cl)C=CC=1NC)(C)(C)C. The product is [F:8][C:7]1[CH:6]=[C:5]([N:9]2[C:18]3[C:13](=[CH:14][C:15]([S:19]([NH:22][C:23]4[CH:27]=[CH:26][O:25][N:24]=4)(=[O:21])=[O:20])=[CH:16][CH:17]=3)[N:12]=[CH:11][C:10]2=[O:28])[C:4]([O:29][CH3:30])=[CH:3][C:2]=1[C:35]1[CH:36]=[CH:37][C:32]([F:31])=[CH:33][CH:34]=1. The yield is 0.820. (4) The reactants are [H-].[Na+].[Br:3][C:4]1[N:12]([CH3:13])[C:11]2[C:10](=[O:14])[NH:9][C:8](=[O:15])[N:7]([CH3:16])[C:6]=2[N:5]=1.[C:17]([O:20][CH:21]([CH3:33])[CH2:22][CH2:23][CH2:24][CH2:25][C@H](Cl)CCCCC)(=[O:19])[CH3:18]. The catalyst is CS(C)=O. The product is [C:17]([O:20][C@H:21]([CH3:33])[CH2:22][CH2:23][CH2:24][CH2:25][N:9]1[C:10](=[O:14])[C:11]2[N:12]([CH3:13])[C:4]([Br:3])=[N:5][C:6]=2[N:7]([CH3:16])[C:8]1=[O:15])(=[O:19])[CH3:18]. The yield is 0.740. (5) The reactants are [C:1]1([CH3:16])[CH:6]=[CH:5][C:4]([S:7]([N:10]([CH2:12][C:13]([OH:15])=O)[CH3:11])(=[O:9])=[O:8])=[CH:3][CH:2]=1.Cl.Cl.C[O:20][C:21](=[O:31])[C@H:22]([CH2:24][C:25]1[CH:26]=[N:27][CH:28]=[CH:29][CH:30]=1)[NH2:23]. No catalyst specified. The product is [C:1]1([CH3:16])[CH:2]=[CH:3][C:4]([S:7]([N:10]([CH2:12][C:13]([NH:23][C@H:22]([C:21]([OH:31])=[O:20])[CH2:24][C:25]2[CH:26]=[N:27][CH:28]=[CH:29][CH:30]=2)=[O:15])[CH3:11])(=[O:8])=[O:9])=[CH:5][CH:6]=1. The yield is 0.170.